Dataset: Reaction yield outcomes from USPTO patents with 853,638 reactions. Task: Predict the reaction yield, written as a fraction of the theoretical maximum amount of product (1.0 means a 100% yield; for example, 0.34 means a 34% yield). (1) The reactants are [CH2:1]([NH:4][C:5]1[N:6]=[C:7](Cl)[C:8]2[CH:13]=[CH:12][N:11]([CH3:14])[C:9]=2[N:10]=1)[CH2:2][CH3:3].C(=O)([O-])[O-].[K+].[K+].Cl.[CH3:23][NH:24][CH3:25].O. The catalyst is C(O)CCC. The product is [CH2:1]([NH:4][C:5]1[N:6]=[C:7]([N:24]([CH3:25])[CH3:23])[C:8]2[CH:13]=[CH:12][N:11]([CH3:14])[C:9]=2[N:10]=1)[CH2:2][CH3:3]. The yield is 0.760. (2) The reactants are Br[C:2]1[CH:3]=[CH:4][C:5]([N:10]2[CH2:31][CH2:30][C:13]3[N:14]=[CH:15][N:16]=[C:17]([NH:18][CH2:19][C:20]4[CH:21]=[N:22][C:23]([C:26]([F:29])([F:28])[F:27])=[CH:24][CH:25]=4)[C:12]=3[CH2:11]2)=[C:6]([CH:9]=1)[C:7]#[N:8].[CH:32]1(B(O)O)[CH2:34][CH2:33]1.P([O-])([O-])([O-])=O.[K+].[K+].[K+].C1(P(C2CCCCC2)C2CCCCC2)CCCCC1. The catalyst is C([O-])(=O)C.[Pd+2].C([O-])(=O)C.CCOC(C)=O.O.C1(C)C=CC=CC=1. The product is [CH:32]1([C:2]2[CH:3]=[CH:4][C:5]([N:10]3[CH2:31][CH2:30][C:13]4[N:14]=[CH:15][N:16]=[C:17]([NH:18][CH2:19][C:20]5[CH:21]=[N:22][C:23]([C:26]([F:27])([F:28])[F:29])=[CH:24][CH:25]=5)[C:12]=4[CH2:11]3)=[C:6]([CH:9]=2)[C:7]#[N:8])[CH2:34][CH2:33]1. The yield is 0.580. (3) The reactants are [CH3:1][O:2][C:3]1[CH:8]=[CH:7][C:6]([N+:9]([O-:11])=[O:10])=[CH:5][C:4]=1[NH2:12].Cl.Cl[CH2:15][CH2:16][NH:17][CH2:18][CH2:19]Cl.C(=O)([O-])[O-].[K+].[K+]. The catalyst is ClC1C=CC=CC=1. The product is [CH3:1][O:2][C:3]1[CH:8]=[CH:7][C:6]([N+:9]([O-:11])=[O:10])=[CH:5][C:4]=1[N:12]1[CH2:19][CH2:18][NH:17][CH2:16][CH2:15]1. The yield is 0.450. (4) The reactants are [Cl:1][C:2]1[CH:7]=[CH:6][C:5]([S:8]([NH:11][CH2:12][C:13]2([CH2:18][C:19]3[CH:24]=[CH:23][C:22]([CH2:25][CH2:26][OH:27])=[CH:21][CH:20]=3)[CH2:17][CH2:16][CH2:15][CH2:14]2)(=[O:10])=[O:9])=[CH:4][CH:3]=1.F[C:29]1[CH:34]=[CH:33][CH:32]=[CH:31][N:30]=1.C(=O)([O-])[O-].[K+].[K+]. No catalyst specified. The product is [Cl:1][C:2]1[CH:3]=[CH:4][C:5]([S:8]([NH:11][CH2:12][C:13]2([CH2:18][C:19]3[CH:24]=[CH:23][C:22]([CH2:25][CH2:26][O:27][C:29]4[CH:34]=[CH:33][CH:32]=[CH:31][N:30]=4)=[CH:21][CH:20]=3)[CH2:14][CH2:15][CH2:16][CH2:17]2)(=[O:9])=[O:10])=[CH:6][CH:7]=1. The yield is 0.223. (5) The yield is 0.500. The catalyst is CN(C=O)C. The product is [CH2:26]([O:25][C:23](=[O:24])[CH2:22][N:15]1[C:14]2[CH:20]=[C:10]([N+:7]([O-:9])=[O:8])[CH:11]=[CH:12][C:13]=2[O:19][CH2:18][CH2:17][CH2:16]1)[CH3:27]. The reactants are C(=O)([O-])[O-].[K+].[K+].[N+:7]([C:10]1[CH:11]=[CH:12][C:13]2[O:19][CH2:18][CH2:17][CH2:16][NH:15][C:14]=2[CH:20]=1)([O-:9])=[O:8].Br[CH2:22][C:23]([O:25][CH2:26][CH3:27])=[O:24].